This data is from Forward reaction prediction with 1.9M reactions from USPTO patents (1976-2016). The task is: Predict the product of the given reaction. The product is: [CH3:11][C:9]1([CH3:12])[O:10][CH:5]([CH2:4][NH2:1])[CH2:6][O:7][CH2:8]1. Given the reactants [N:1]([CH2:4][CH:5]1[O:10][C:9]([CH3:12])([CH3:11])[CH2:8][O:7][CH2:6]1)=[N+]=[N-].[Li].O.O.O.O.O.O.O.O.O.O.S([O-])([O-])(=O)=O.[Na+].[Na+], predict the reaction product.